Predict the product of the given reaction. From a dataset of Forward reaction prediction with 1.9M reactions from USPTO patents (1976-2016). (1) The product is: [Cl:1][C:2]1[N:7]=[C:6]([NH2:8])[C:5]([I:15])=[CH:4][CH:3]=1. Given the reactants [Cl:1][C:2]1[N:7]=[C:6]([NH:8]C(=O)C(C)(C)C)[C:5]([I:15])=[CH:4][CH:3]=1.Cl.C([O-])(O)=O.[Na+], predict the reaction product. (2) Given the reactants [C:1]1(/C=C/[C:1]2[CH:6]=[CH:5]C=[CH:3][CH:2]=2)[CH:6]=[CH:5]C=[CH:3][CH:2]=1.OOS([O-])=O.[K+].[O-]S([O-])=O.[Na+].[Na+].CC[O:29][C:30]([CH3:32])=[O:31], predict the reaction product. The product is: [C:30]([OH:29])(=[O:31])[C:32]1[CH:5]=[CH:6][CH:1]=[CH:2][CH:3]=1. (3) Given the reactants [CH:1]1([C:7]2[CH:31]=[CH:30][CH:29]=[C:28]3[C:8]=2[CH:9]=[C:10]2[C:16]4[CH:17]=[C:18]([C:21]([O:23]C)=[O:22])[CH:19]=[CH:20][C:15]=4[N:14]4[CH2:25][N:26]=[N:27][C:13]4=[CH:12][N:11]23)[CH2:6][CH2:5][CH2:4][CH2:3][CH2:2]1.[OH-].[Na+], predict the reaction product. The product is: [CH:1]1([C:7]2[CH:31]=[CH:30][CH:29]=[C:28]3[C:8]=2[CH:9]=[C:10]2[C:16]4[CH:17]=[C:18]([C:21]([OH:23])=[O:22])[CH:19]=[CH:20][C:15]=4[N:14]4[CH2:25][N:26]=[N:27][C:13]4=[CH:12][N:11]23)[CH2:2][CH2:3][CH2:4][CH2:5][CH2:6]1. (4) Given the reactants [C:1]1([CH2:7][NH:8][C:9]([CH:11]([C:17]([O:19]CC)=O)[C:12]([O:14][CH2:15][CH3:16])=[O:13])=[O:10])[CH:6]=[CH:5][CH:4]=[CH:3][CH:2]=1.[H-].[Na+].[N+:24]([C:27]1[CH:32]=[CH:31][CH:30]=[CH:29][C:28]=1[N:33]=[C:34]=[O:35])([O-:26])=[O:25], predict the reaction product. The product is: [OH:19][C:17]1[N:33]([C:28]2[CH:29]=[CH:30][CH:31]=[CH:32][C:27]=2[N+:24]([O-:26])=[O:25])[C:34](=[O:35])[N:8]([CH2:7][C:1]2[CH:2]=[CH:3][CH:4]=[CH:5][CH:6]=2)[C:9](=[O:10])[C:11]=1[C:12]([O:14][CH2:15][CH3:16])=[O:13].